Dataset: Catalyst prediction with 721,799 reactions and 888 catalyst types from USPTO. Task: Predict which catalyst facilitates the given reaction. Reactant: CO[C:3]([CH2:5][CH2:6][C@H:7]([NH2:11])[C:8]([OH:10])=[O:9])=[O:4].C(CC(=O)C)(=O)C.C(O)(=O)C.S([O-])([O-])(=O)=O.[Na+].[Na+].[CH2:30]([NH2:32])[CH3:31]. Product: [NH2:11][C@H:7]([C:8]([OH:10])=[O:9])[CH2:6][CH2:5][C:3]([NH:32][CH2:30][CH3:31])=[O:4]. The catalyst class is: 5.